Dataset: Reaction yield outcomes from USPTO patents with 853,638 reactions. Task: Predict the reaction yield, written as a fraction of the theoretical maximum amount of product (1.0 means a 100% yield; for example, 0.34 means a 34% yield). The reactants are [Br:1][C:2]1[C:3]([O:16][C:17]2[CH:22]=[CH:21][C:20]([N+:23]([O-])=O)=[CH:19][C:18]=2[F:26])=[C:4]2[C:9](=[CH:10][CH:11]=1)[N:8]([C:12](=[O:14])[CH3:13])[C@@H:7]([CH3:15])[CH2:6][CH2:5]2.[Cl-].[NH4+].O1CCCC1.C(O)C. The catalyst is [Fe].O. The product is [NH2:23][C:20]1[CH:21]=[CH:22][C:17]([O:16][C:3]2[C:2]([Br:1])=[CH:11][CH:10]=[C:9]3[C:4]=2[CH2:5][CH2:6][C@H:7]([CH3:15])[N:8]3[C:12](=[O:14])[CH3:13])=[C:18]([F:26])[CH:19]=1. The yield is 0.800.